The task is: Binary Classification. Given a drug SMILES string, predict its activity (active/inactive) in a high-throughput screening assay against a specified biological target.. This data is from HIV replication inhibition screening data with 41,000+ compounds from the AIDS Antiviral Screen. (1) The compound is CC1C2C=C(O)C(=O)C(C2=O)C1c1ccccc1. The result is 0 (inactive). (2) The molecule is CC(C)(C)OC(=O)C1ON2OC(OC3CCCC3(c3ccccc3)c3ccccc3)CC3OC(=O)C1C32. The result is 0 (inactive). (3) The compound is Cc1cc(O)ccc1C1(c2ccc(F)cc2)OC(=O)c2ccccc21. The result is 0 (inactive). (4) The compound is COC(=O)C12CC(c3ccccc31)C1C(=O)OC(=O)C12. The result is 0 (inactive). (5) The molecule is COc1ccc2cc1Oc1ccc(cc1)CC1c3cc(c(OC)cc3CCN1C)Oc1c(OC)c(OC)cc3c1C(C2)N(C)CC3. The result is 0 (inactive). (6) The compound is O=C(Nc1ccc(C=Cc2ccc(NC(=O)c3ccc(O)cc3O)cc2S(=O)(=O)O)c(S(=O)(=O)O)c1)c1ccc(O)cc1O.[NaH]. The result is 0 (inactive). (7) The compound is O=C(O)C[n+]1cn(NC(=O)Cc2ccccc2)cn1.[BrH2+]. The result is 0 (inactive).